Dataset: Catalyst prediction with 721,799 reactions and 888 catalyst types from USPTO. Task: Predict which catalyst facilitates the given reaction. (1) Product: [O:49]=[C:43]1[CH:42]([N:36]2[CH2:35][C:34]3[C:38](=[CH:39][CH:40]=[C:32]([CH2:31][NH:30][C:8](=[O:10])[C:7]4[CH:6]=[CH:5][C:4]([S:3][CH2:1][CH3:2])=[CH:12][CH:11]=4)[CH:33]=3)[C:37]2=[O:41])[CH2:47][CH2:46][C:45](=[O:48])[NH:44]1. Reactant: [CH2:1]([S:3][C:4]1[CH:12]=[CH:11][C:7]([C:8]([OH:10])=O)=[CH:6][CH:5]=1)[CH3:2].C1N=CN(C(N2C=NC=C2)=O)C=1.CS(O)(=O)=O.[NH2:30][CH2:31][C:32]1[CH:33]=[C:34]2[C:38](=[CH:39][CH:40]=1)[C:37](=[O:41])[N:36]([CH:42]1[CH2:47][CH2:46][C:45](=[O:48])[NH:44][C:43]1=[O:49])[CH2:35]2.Cl. The catalyst class is: 3. (2) Reactant: [F:1][C:2]1[CH:18]=[C:17]([F:19])[CH:16]=[CH:15][C:3]=1[O:4][C:5]1[CH:14]=[CH:13][C:8]([C:9]([O:11]C)=[O:10])=[CH:7][CH:6]=1.O.[OH-].[Na+]. Product: [F:1][C:2]1[CH:18]=[C:17]([F:19])[CH:16]=[CH:15][C:3]=1[O:4][C:5]1[CH:6]=[CH:7][C:8]([C:9]([OH:11])=[O:10])=[CH:13][CH:14]=1. The catalyst class is: 5. (3) Reactant: [OH:1][C:2]1[CH:3]=[CH:4][C:5]2[N:9]=[CH:8][N:7]([C:10]3[S:14][C:13]([C:15]([O:17][CH3:18])=[O:16])=[C:12]([O:19][C@@H:20]([C:22]4[CH:27]=[CH:26][CH:25]=[CH:24][C:23]=4[C:28]([F:31])([F:30])[F:29])[CH3:21])[CH:11]=3)[C:6]=2[CH:32]=1.C(=O)([O-])[O-].[Cs+].[Cs+].[C:39]([O:43][C:44]([N:46]1[CH2:51][CH2:50][CH:49](OS(C2C=CC(C)=CC=2)(=O)=O)[CH2:48][CH2:47]1)=[O:45])([CH3:42])([CH3:41])[CH3:40].CCOC(C)=O. Product: [CH3:18][O:17][C:15]([C:13]1[S:14][C:10]([N:7]2[C:6]3[CH:32]=[C:2]([O:1][CH:49]4[CH2:50][CH2:51][N:46]([C:44]([O:43][C:39]([CH3:42])([CH3:41])[CH3:40])=[O:45])[CH2:47][CH2:48]4)[CH:3]=[CH:4][C:5]=3[N:9]=[CH:8]2)=[CH:11][C:12]=1[O:19][C@@H:20]([C:22]1[CH:27]=[CH:26][CH:25]=[CH:24][C:23]=1[C:28]([F:30])([F:29])[F:31])[CH3:21])=[O:16]. The catalyst class is: 35. (4) The catalyst class is: 4. Product: [OH:2][C:3]1[CH:4]=[CH:5][C:6]([N:9]2[CH:13]=[C:12]([C:14]#[N:15])[CH:11]=[N:10]2)=[CH:7][CH:8]=1. Reactant: C[O:2][C:3]1[CH:8]=[CH:7][C:6]([N:9]2[CH:13]=[C:12]([C:14]#[N:15])[CH:11]=[N:10]2)=[CH:5][CH:4]=1.B(Br)(Br)Br. (5) Reactant: [CH3:1][O:2][C:3]([C:5]1[S:14][C:8]2=[N:9][CH:10]=[C:11](Br)[CH:12]=[C:7]2[C:6]=1[O:15][CH2:16][C:17]([O:19][C:20]([CH3:23])([CH3:22])[CH3:21])=[O:18])=[O:4].C(P(C(C)(C)C)[C:29]1[CH:34]=[CH:33][CH:32]=[CH:31][C:30]=1[C:35]1C=CC=C[CH:36]=1)(C)(C)C.[F-].[K+].C1(/C=C/B(O)O)C=CC=CC=1. Product: [CH3:1][O:2][C:3]([C:5]1[S:14][C:8]2=[N:9][CH:10]=[C:11]([CH:36]=[CH:35][C:30]3[CH:31]=[CH:32][CH:33]=[CH:34][CH:29]=3)[CH:12]=[C:7]2[C:6]=1[O:15][CH2:16][C:17]([O:19][C:20]([CH3:23])([CH3:22])[CH3:21])=[O:18])=[O:4]. The catalyst class is: 318. (6) Reactant: [CH3:1][C:2]1[CH:3]=[C:4]([N:9]([C:17]2[S:18][CH:19]=[CH:20][N:21]=2)[C:10](=[O:16])[O:11][C:12]([CH3:15])([CH3:14])[CH3:13])[CH:5]=[C:6]([CH3:8])[CH:7]=1.C1C(=O)N([Br:29])C(=O)C1. Product: [Br:29][C:19]1[S:18][C:17]([N:9]([C:4]2[CH:5]=[C:6]([CH3:8])[CH:7]=[C:2]([CH3:1])[CH:3]=2)[C:10](=[O:16])[O:11][C:12]([CH3:15])([CH3:14])[CH3:13])=[N:21][CH:20]=1. The catalyst class is: 1. (7) Reactant: [CH3:1][O:2][C:3](=[O:13])[C:4]1[CH:9]=[CH:8][C:7]([CH2:10]Br)=[N:6][C:5]=1[Cl:12].[CH:14]([NH2:16])=[O:15].[CH:17](N)=[O:18].[Na]. Product: [CH3:1][O:2][C:3](=[O:13])[C:4]1[CH:9]=[CH:8][C:7]([CH2:10][N:16]([CH:17]=[O:18])[CH:14]=[O:15])=[N:6][C:5]=1[Cl:12]. The catalyst class is: 3. (8) Reactant: [Br:1][C:2]1[CH:7]=[CH:6][CH:5]=[C:4](F)[C:3]=1[CH3:9].[CH3:10][S-:11].[Na+].C(=O)([O-])[O-].[Na+].[Na+]. Product: [Br:1][C:2]1[CH:7]=[CH:6][CH:5]=[C:4]([S:11][CH3:10])[C:3]=1[CH3:9]. The catalyst class is: 9. (9) Product: [Cl:14][C:11]1[CH:12]=[CH:13][C:8]([CH2:7][C:5]2[N:6]=[C:2]([N:26]3[CH2:31][CH2:30][O:29][CH2:28][CH2:27]3)[S:3][C:4]=2[C:15]([O:17][CH2:18][CH3:19])=[O:16])=[CH:9][CH:10]=1. The catalyst class is: 60. Reactant: Br[C:2]1[S:3][C:4]([C:15]([O:17][CH2:18][CH3:19])=[O:16])=[C:5]([CH2:7][C:8]2[CH:13]=[CH:12][C:11]([Cl:14])=[CH:10][CH:9]=2)[N:6]=1.C(=O)([O-])[O-].[K+].[K+].[NH:26]1[CH2:31][CH2:30][O:29][CH2:28][CH2:27]1.